This data is from Reaction yield outcomes from USPTO patents with 853,638 reactions. The task is: Predict the reaction yield, written as a fraction of the theoretical maximum amount of product (1.0 means a 100% yield; for example, 0.34 means a 34% yield). (1) The reactants are Cl.[NH2:2][CH2:3][C:4]([C:6]1[CH:11]=[CH:10][CH:9]=[CH:8][CH:7]=1)=[O:5].[C:12](O[C:12]([O:14][C:15]([CH3:18])([CH3:17])[CH3:16])=[O:13])([O:14][C:15]([CH3:18])([CH3:17])[CH3:16])=[O:13].[Cl-].[NH4+]. The catalyst is C(#N)C.CN(C)C1C=CN=CC=1. The product is [C:15]([O:14][C:12]([NH:2][CH2:3][C:4]([C:6]1[CH:11]=[CH:10][CH:9]=[CH:8][CH:7]=1)=[O:5])=[O:13])([CH3:18])([CH3:17])[CH3:16]. The yield is 0.210. (2) The reactants are C[N:2](C)[CH:3]=[CH:4][C:5]([C:7]1[C:12](=[O:13])[CH:11]=[CH:10][N:9]([C:14]2[CH:19]=[CH:18][CH:17]=[CH:16][C:15]=2[C:20]([F:23])([F:22])[F:21])[N:8]=1)=O.[C:25]1([NH:31]N)[CH:30]=[CH:29][CH:28]=[CH:27][CH:26]=1. The catalyst is CO. The product is [C:25]1([N:31]2[C:5]([C:7]3[C:12](=[O:13])[CH:11]=[CH:10][N:9]([C:14]4[CH:19]=[CH:18][CH:17]=[CH:16][C:15]=4[C:20]([F:23])([F:22])[F:21])[N:8]=3)=[CH:4][CH:3]=[N:2]2)[CH:30]=[CH:29][CH:28]=[CH:27][CH:26]=1. The yield is 0.120. (3) The reactants are C1(C(=[N:14][C:15]([CH2:23][CH3:24])([CH2:21][CH3:22])[C:16]([O:18][CH2:19][CH3:20])=[O:17])C2C=CC=CC=2)C=CC=CC=1.Cl. The catalyst is C(OCC)C.C([O-])(O)=O.[Na+]. The product is [NH2:14][C:15]([CH2:21][CH3:22])([CH2:23][CH3:24])[C:16]([O:18][CH2:19][CH3:20])=[O:17]. The yield is 0.920. (4) The reactants are O=[C:2]1[CH2:7][CH2:6][N:5]([C:8]([O:10][C:11]([CH3:14])([CH3:13])[CH3:12])=[O:9])[CH2:4][CH2:3]1.[CH3:15]C(N(C)C)=O.[C:21]([CH2:23][C:24]([NH2:26])=[O:25])#[N:22].[H-].[Na+].Cl. The catalyst is C1(C)C=CC=CC=1.O.CN(C=O)C. The product is [C:21]([C:23]1[C:24](=[O:25])[NH:26][C:2]2[CH2:7][CH2:6][N:5]([C:8]([O:10][C:11]([CH3:14])([CH3:13])[CH3:12])=[O:9])[CH2:4][C:3]=2[CH:15]=1)#[N:22]. The yield is 0.320. (5) The reactants are [Br:1][C:2]1[CH:3]=[C:4]2[C:9](=[CH:10][CH:11]=1)[NH:8][C@@H:7]([CH2:12][CH3:13])[C@H:6]([CH3:14])[C@H:5]2[NH:15][C:16](=[O:25])[O:17][CH2:18][C:19]1[CH:24]=[CH:23][CH:22]=[CH:21][CH:20]=1.N1C=CC=CC=1.[C:32](Cl)(=[O:34])[CH3:33]. The catalyst is ClCCl. The product is [C:32]([N:8]1[C:9]2[C:4](=[CH:3][C:2]([Br:1])=[CH:11][CH:10]=2)[C@H:5]([NH:15][C:16](=[O:25])[O:17][CH2:18][C:19]2[CH:20]=[CH:21][CH:22]=[CH:23][CH:24]=2)[C@@H:6]([CH3:14])[C@@H:7]1[CH2:12][CH3:13])(=[O:34])[CH3:33]. The yield is 0.950. (6) The reactants are C(=O)([O-])[O-].[K+].[K+].[OH:7][C:8]1[CH:17]=[CH:16][C:15]2[C:10](=[CH:11][CH:12]=[CH:13][CH:14]=2)[C:9]=1[CH:18]=O.Br[CH2:21][C:22]([O:24]CC)=[O:23].[CH3:27][CH2:28]CCCC. The catalyst is CN(C)C=O.C(OCC)(=O)C. The product is [CH:18]1[C:9]2[C:10]3[C:15](=[CH:14][CH:13]=[CH:12][CH:11]=3)[CH:16]=[CH:17][C:8]=2[O:7][C:21]=1[C:22]([OH:24])=[O:23].[CH2:27]([C:18]1[C:9]2[C:10]3[C:15](=[CH:14][CH:13]=[CH:12][CH:11]=3)[CH:16]=[CH:17][C:8]=2[O:7][C:21]=1[C:22]([OH:24])=[O:23])[CH3:28]. The yield is 0.920. (7) The reactants are [CH:1](=O)[C:2]1[CH:7]=[CH:6][CH:5]=[CH:4][CH:3]=1.[C:9](#[N:13])[CH2:10][C:11]#[N:12].C(N(CC)CC)C.[CH3:21][N:22]1[C:26](=[O:27])[CH2:25][C:24]([C:28]2[CH:33]=[CH:32][CH:31]=[CH:30][CH:29]=2)=[N:23]1. The catalyst is C(O)C. The product is [NH2:12][C:11]1[O:27][C:26]2[N:22]([CH3:21])[N:23]=[C:1]([C:2]3[CH:7]=[CH:6][CH:5]=[CH:4][CH:3]=3)[C:25]=2[CH:24]([C:28]2[CH:33]=[CH:32][CH:31]=[CH:30][CH:29]=2)[C:10]=1[C:9]#[N:13]. The yield is 0.300.